This data is from Reaction yield outcomes from USPTO patents with 853,638 reactions. The task is: Predict the reaction yield, written as a fraction of the theoretical maximum amount of product (1.0 means a 100% yield; for example, 0.34 means a 34% yield). (1) The reactants are Br[C:2]1[NH:3][C:4]2[C:9]([C:10]=1[CH:11]1[CH2:16][CH2:15][CH2:14][CH2:13][CH2:12]1)=[CH:8][CH:7]=[C:6]([C:17]([O:19][CH3:20])=[O:18])[CH:5]=2.[CH:21]([C:23]1[CH:28]=[CH:27][CH:26]=[CH:25][C:24]=1B(O)O)=[O:22].[Li+].[Cl-].CCO.C1(C)C=CC=CC=1. The catalyst is C([O-])([O-])=O.[Na+].[Na+].C1C=CC([P]([Pd]([P](C2C=CC=CC=2)(C2C=CC=CC=2)C2C=CC=CC=2)([P](C2C=CC=CC=2)(C2C=CC=CC=2)C2C=CC=CC=2)[P](C2C=CC=CC=2)(C2C=CC=CC=2)C2C=CC=CC=2)(C2C=CC=CC=2)C2C=CC=CC=2)=CC=1. The product is [CH:11]1([C:10]2[C:9]3[C:4](=[CH:5][C:6]([C:17]([O:19][CH3:20])=[O:18])=[CH:7][CH:8]=3)[N:3]3[CH:21]([OH:22])[C:23]4[C:28]([C:2]=23)=[CH:27][CH:26]=[CH:25][CH:24]=4)[CH2:16][CH2:15][CH2:14][CH2:13][CH2:12]1. The yield is 0.700. (2) The reactants are [C:1]([OH:10])(=[O:9])[C@@H:2]([C@H:4]([C:6]([OH:8])=[O:7])[OH:5])[OH:3].[OH:11][C:12]([C:61]1[S:62][CH:63]=[CH:64][CH:65]=1)([C:56]1[S:57][CH:58]=[CH:59][CH:60]=1)[C:13]([O:15][C@H:16]1[CH2:21][CH2:20][C@H:19]([N:22]([CH2:24][CH2:25][O:26][C:27](=[O:55])[NH:28][C:29]2[CH:34]=[C:33]([O:35][CH3:36])[C:32]([CH2:37][NH:38][CH2:39][C@H:40]([OH:53])[C:41]3[CH:50]=[CH:49][C:48]([OH:51])=[C:47]4[C:42]=3[CH:43]=[CH:44][C:45](=[O:52])[NH:46]4)=[CH:31][C:30]=2[Cl:54])[CH3:23])[CH2:18][CH2:17]1)=[O:14]. The catalyst is CO. The product is [C:6]([C@@H:4]([C@H:2]([C:1]([OH:10])=[O:9])[OH:3])[OH:5])([OH:8])=[O:7].[OH:11][C:12]([C:56]1[S:57][CH:58]=[CH:59][CH:60]=1)([C:61]1[S:62][CH:63]=[CH:64][CH:65]=1)[C:13]([O:15][C@H:16]1[CH2:21][CH2:20][C@H:19]([N:22]([CH2:24][CH2:25][O:26][C:27](=[O:55])[NH:28][C:29]2[CH:34]=[C:33]([O:35][CH3:36])[C:32]([CH2:37][NH:38][CH2:39][C@H:40]([OH:53])[C:41]3[CH:50]=[CH:49][C:48]([OH:51])=[C:47]4[C:42]=3[CH:43]=[CH:44][C:45](=[O:52])[NH:46]4)=[CH:31][C:30]=2[Cl:54])[CH3:23])[CH2:18][CH2:17]1)=[O:14]. The yield is 0.800. (3) The reactants are FC(F)(F)C(O)=O.[C:8]1([C:14]2[N:19]=[C:18]([CH:20]3[CH2:25][CH2:24][NH:23][CH2:22][CH2:21]3)[CH:17]=[CH:16][C:15]=2[NH:26][C:27]([C:29]2[NH:30][C:31]([C:34]#[N:35])=[CH:32][N:33]=2)=[O:28])[CH2:13][CH2:12][CH2:11][CH2:10][CH:9]=1.CCN(C(C)C)C(C)C.[CH3:45][S:46]([CH2:49][CH2:50]OS(C)(=O)=O)(=[O:48])=[O:47]. The catalyst is C(Cl)Cl. The product is [C:8]1([C:14]2[N:19]=[C:18]([CH:20]3[CH2:21][CH2:22][N:23]([CH2:50][CH2:49][S:46]([CH3:45])(=[O:48])=[O:47])[CH2:24][CH2:25]3)[CH:17]=[CH:16][C:15]=2[NH:26][C:27]([C:29]2[NH:30][C:31]([C:34]#[N:35])=[CH:32][N:33]=2)=[O:28])[CH2:13][CH2:12][CH2:11][CH2:10][CH:9]=1. The yield is 0.400.